From a dataset of Catalyst prediction with 721,799 reactions and 888 catalyst types from USPTO. Predict which catalyst facilitates the given reaction. (1) Reactant: B([O-])([O-])[O-].[Na+].[Na+].[Na+].O.[OH-].[Na+].[CH2:11]([O:13][C:14]([C@:16]1([NH:21][C:22]([O:24][C:25]([CH3:28])([CH3:27])[CH3:26])=[O:23])[CH2:18][C@@H:17]1[CH:19]=[CH2:20])=[O:15])[CH3:12]. Product: [CH2:11]([O:13][C:14]([C@@:16]1([NH:21][C:22]([O:24][C:25]([CH3:26])([CH3:28])[CH3:27])=[O:23])[CH2:18][C@H:17]1[CH:19]=[CH2:20])=[O:15])[CH3:12]. The catalyst class is: 16. (2) Reactant: [F:1][C:2]1[CH:3]=[C:4]2[C:8](=[CH:9][CH:10]=1)[NH:7][N:6]=[C:5]2[NH2:11].C=O.C[O-].[K+].[BH4-].[Na+].[C:19]([O-])(O)=O.[Na+]. Product: [F:1][C:2]1[CH:3]=[C:4]2[C:8](=[CH:9][CH:10]=1)[NH:7][N:6]=[C:5]2[NH:11][CH3:19]. The catalyst class is: 5. (3) The catalyst class is: 8. Reactant: [CH2:1]([C:8]1[C:13](=[O:14])[N:12]2[CH2:15][CH2:16][CH2:17][CH2:18][C:11]2=[N:10][C:9]=1[CH:19]([N:23]1C(=O)C2C(=CC=CC=2)C1=O)[CH:20]([CH3:22])[CH3:21])[C:2]1[CH:7]=[CH:6][CH:5]=[CH:4][CH:3]=1.NN. Product: [NH2:23][CH:19]([C:9]1[N:10]=[C:11]2[CH2:18][CH2:17][CH2:16][CH2:15][N:12]2[C:13](=[O:14])[C:8]=1[CH2:1][C:2]1[CH:7]=[CH:6][CH:5]=[CH:4][CH:3]=1)[CH:20]([CH3:21])[CH3:22]. (4) Reactant: [Cl:1][C:2]1[C:7]([CH3:8])=[CH:6][C:5]([S:9]([NH:12][C:13]2[CH:14]=[C:15]([C:19]3[CH:24]=[CH:23][C:22]([C:25]([NH:27][C@@H:28]([CH:32]([CH3:34])[CH3:33])[C:29]([OH:31])=O)=[O:26])=[CH:21][CH:20]=3)[CH:16]=[CH:17][CH:18]=2)(=[O:11])=[O:10])=[C:4]([CH3:35])[CH:3]=1.C([N:38](CC)CC)C.CN(C(ON1N=NC2C=CC=NC1=2)=[N+](C)C)C.F[P-](F)(F)(F)(F)F.N.CO. Product: [C:29]([C@@H:28]([NH:27][C:25]([C:22]1[CH:21]=[CH:20][C:19]([C:15]2[CH:16]=[CH:17][CH:18]=[C:13]([NH:12][S:9]([C:5]3[CH:6]=[C:7]([CH3:8])[C:2]([Cl:1])=[CH:3][C:4]=3[CH3:35])(=[O:10])=[O:11])[CH:14]=2)=[CH:24][CH:23]=1)=[O:26])[CH:32]([CH3:34])[CH3:33])(=[O:31])[NH2:38]. The catalyst class is: 3. (5) Reactant: Cl.[CH2:2]([N:4]([CH2:10][CH3:11])[C@H:5]1[CH2:8][C@@H:7]([OH:9])[CH2:6]1)[CH3:3].[OH-].[Na+]. Product: [CH2:2]([N:4]([CH2:10][CH3:11])[C@H:5]1[CH2:8][C@@H:7]([OH:9])[CH2:6]1)[CH3:3]. The catalyst class is: 5. (6) Reactant: [Br:1][C:2]1[C:3]([CH3:32])=[C:4]([C:22]2[CH:27]=[CH:26][CH:25]=[C:24]([C:28]([F:31])([F:30])[F:29])[CH:23]=2)[C:5]([NH:8][C:9](=O)[CH2:10][C:11]2[CH:16]=[CH:15][C:14]([S:17]([CH3:20])(=[O:19])=[O:18])=[CH:13][CH:12]=2)=[N:6][CH:7]=1.COC1C=CC(P2(SP(C3C=CC(OC)=CC=3)(=S)S2)=[S:42])=CC=1. Product: [Br:1][C:2]1[C:3]([CH3:32])=[C:4]([C:22]2[CH:27]=[CH:26][CH:25]=[C:24]([C:28]([F:31])([F:30])[F:29])[CH:23]=2)[C:5]([NH:8][C:9](=[S:42])[CH2:10][C:11]2[CH:16]=[CH:15][C:14]([S:17]([CH3:20])(=[O:19])=[O:18])=[CH:13][CH:12]=2)=[N:6][CH:7]=1. The catalyst class is: 11. (7) Reactant: Cl.[Cl:2][C:3]1[CH:4]=[C:5]([C:22]([NH2:24])=[O:23])[C:6](=[NH:21])[N:7]([CH2:9][C:10]2[CH:15]=[C:14]([Cl:16])[CH:13]=[CH:12][C:11]=2[S:17]([CH3:20])(=[O:19])=[O:18])[CH:8]=1. Product: [Cl:2][C:3]1[CH:4]=[C:5]([C:22]([NH2:24])=[O:23])[C:6](=[NH:21])[N:7]([CH2:9][C:10]2[CH:15]=[C:14]([Cl:16])[CH:13]=[CH:12][C:11]=2[S:17]([CH3:20])(=[O:19])=[O:18])[CH:8]=1. The catalyst class is: 74. (8) Reactant: [C:9](O[C:9]([O:11][C:12]([CH3:15])([CH3:14])[CH3:13])=[O:10])([O:11][C:12]([CH3:15])([CH3:14])[CH3:13])=[O:10].[NH2:16][CH2:17][C:18]1[CH:27]=[C:26]([Cl:28])[CH:25]=[CH:24][C:19]=1[O:20][CH2:21][C:22]#[N:23].C(N(CC)CC)C. Product: [C:12]([O:11][C:9](=[O:10])[NH:16][CH2:17][C:18]1[CH:27]=[C:26]([Cl:28])[CH:25]=[CH:24][C:19]=1[O:20][CH2:21][C:22]#[N:23])([CH3:13])([CH3:14])[CH3:15]. The catalyst class is: 56.